Dataset: Full USPTO retrosynthesis dataset with 1.9M reactions from patents (1976-2016). Task: Predict the reactants needed to synthesize the given product. Given the product [CH2:8]([O:10][C:11](=[O:19])[C:12](=[CH:15][NH:1][C:2]1[CH:7]=[CH:6][CH:5]=[CH:4][CH:3]=1)[C:13]#[N:14])[CH3:9], predict the reactants needed to synthesize it. The reactants are: [NH2:1][C:2]1[CH:7]=[CH:6][CH:5]=[CH:4][CH:3]=1.[CH2:8]([O:10][C:11](=[O:19])[C:12](=[CH:15]OCC)[C:13]#[N:14])[CH3:9].